Dataset: Full USPTO retrosynthesis dataset with 1.9M reactions from patents (1976-2016). Task: Predict the reactants needed to synthesize the given product. Given the product [CH3:22][O:21][C:18]1[CH:19]=[C:20]2[C:15](=[CH:16][C:17]=1[O:23][CH3:24])[N:14]=[CH:13][N:12]=[C:11]2[NH:10][C:6]1[C:7]([CH:8]=[C:2]([NH:26][CH3:25])[C:3](=[O:4])[CH:5]=1)=[O:9], predict the reactants needed to synthesize it. The reactants are: Cl[C:2]1[C:3]([CH:5]=[C:6]([NH:10][C:11]2[C:20]3[C:15](=[CH:16][C:17]([O:23][CH3:24])=[C:18]([O:21][CH3:22])[CH:19]=3)[N:14]=[CH:13][N:12]=2)[C:7](=[O:9])[CH:8]=1)=[O:4].[CH3:25][NH2:26].